This data is from Full USPTO retrosynthesis dataset with 1.9M reactions from patents (1976-2016). The task is: Predict the reactants needed to synthesize the given product. (1) The reactants are: [CH3:1][C:2]1[N:7]=[C:6]([C:8]2[N:13]=[CH:12][C:11]3[CH:14]=[N:15][NH:16][C:10]=3[CH:9]=2)[CH:5]=[N:4][CH:3]=1.Br[C:18]1[N:23]=[C:22]([N:24]2[C:29](=[O:30])[CH2:28][CH2:27][C@H:26]([NH:31][C:32](=[O:38])[O:33][C:34]([CH3:37])([CH3:36])[CH3:35])[CH2:25]2)[CH:21]=[CH:20][CH:19]=1.CC1(C)C2C(=C(P(C3C=CC=CC=3)C3C=CC=CC=3)C=CC=2)OC2C(P(C3C=CC=CC=3)C3C=CC=CC=3)=CC=CC1=2.CC(C)([O-])C.[Na+]. Given the product [CH3:1][C:2]1[N:7]=[C:6]([C:8]2[N:13]=[CH:12][C:11]3[CH:14]=[N:15][N:16]([C:18]4[N:23]=[C:22]([N:24]5[C:29](=[O:30])[CH2:28][CH2:27][C@H:26]([NH:31][C:32](=[O:38])[O:33][C:34]([CH3:36])([CH3:35])[CH3:37])[CH2:25]5)[CH:21]=[CH:20][CH:19]=4)[C:10]=3[CH:9]=2)[CH:5]=[N:4][CH:3]=1, predict the reactants needed to synthesize it. (2) The reactants are: [NH2:1][C:2]1[CH:28]=[CH:27][C:5]([O:6][C:7]2[CH:12]=[CH:11][N:10]=[C:9]([NH:13][C:14]([N:16]3[CH2:21][CH2:20][CH:19]([CH2:22][N:23]4[CH2:26][CH2:25][CH2:24]4)[CH2:18][CH2:17]3)=[O:15])[CH:8]=2)=[CH:4][CH:3]=1.[C@]12(CS(O)(=O)=O)C(C)(C)C(CC1)CC2=O.[F:44][C:45]1[CH:50]=[CH:49][C:48]([CH2:51][C:52]([N:54]=[C:55]=[S:56])=[O:53])=[CH:47][CH:46]=1.C(OCC)C. Given the product [F:44][C:45]1[CH:46]=[CH:47][C:48]([CH2:51][C:52]([NH:54][C:55](=[S:56])[NH:1][C:2]2[CH:28]=[CH:27][C:5]([O:6][C:7]3[CH:12]=[CH:11][N:10]=[C:9]([NH:13][C:14]([N:16]4[CH2:17][CH2:18][CH:19]([CH2:22][N:23]5[CH2:26][CH2:25][CH2:24]5)[CH2:20][CH2:21]4)=[O:15])[CH:8]=3)=[CH:4][CH:3]=2)=[O:53])=[CH:49][CH:50]=1, predict the reactants needed to synthesize it. (3) Given the product [CH:1]([C@@H:4]1[CH2:10][N:9]([C:27](=[O:28])[NH:26][C:29]2[CH:30]=[CH:31][C:32]([O:35][CH3:36])=[CH:33][CH:34]=2)[CH2:8][C:7]2[CH:11]=[CH:12][C:13]([C:15]([O:17][CH3:18])=[O:16])=[CH:14][C:6]=2[O:5]1)([CH3:3])[CH3:2], predict the reactants needed to synthesize it. The reactants are: [CH:1]([C@@H:4]1[CH2:10][NH:9][CH2:8][C:7]2[CH:11]=[CH:12][C:13]([C:15]([O:17][CH3:18])=[O:16])=[CH:14][C:6]=2[O:5]1)([CH3:3])[CH3:2].CCN(CC)CC.[N:26]([C:29]1[CH:34]=[CH:33][C:32]([O:35][CH3:36])=[CH:31][CH:30]=1)=[C:27]=[O:28]. (4) The reactants are: N[C:2]1[CH:9]=[C:8]([CH3:10])[CH:7]=[CH:6][C:3]=1[C:4]#[N:5].C=O.[CH3:13]C(O)=O.[BH3-][C:18]#[N:19].[Na+]. Given the product [CH3:13][N:19]([CH3:18])[C:2]1[CH:9]=[C:8]([CH3:10])[CH:7]=[CH:6][C:3]=1[C:4]#[N:5], predict the reactants needed to synthesize it. (5) The reactants are: [Br:1][C:2]1[CH:3]=[CH:4][C:5]([F:11])=[C:6]([CH:10]=1)[C:7](Cl)=[O:8].[C:12]1([O:18][CH3:19])[CH:17]=[CH:16][CH:15]=[CH:14][CH:13]=1.[Cl-].[Cl-].[Cl-].[Al+3]. Given the product [Br:1][C:2]1[CH:3]=[CH:4][C:5]([F:11])=[C:6]([C:7]([C:15]2[CH:16]=[CH:17][C:12]([O:18][CH3:19])=[CH:13][CH:14]=2)=[O:8])[CH:10]=1, predict the reactants needed to synthesize it. (6) Given the product [CH2:14]([C:17]([CH2:8][N:6]1[CH:7]=[C:3]([Br:2])[C:4]([C:10]([CH3:13])([CH3:12])[CH3:11])=[N:5]1)([C:20]#[N:21])[C:18]#[N:19])[CH:15]=[CH2:16], predict the reactants needed to synthesize it. The reactants are: Cl.[Br:2][C:3]1[C:4]([C:10]([CH3:13])([CH3:12])[CH3:11])=[N:5][N:6]([CH2:8]Cl)[CH:7]=1.[CH2:14]([CH:17]([C:20]#[N:21])[C:18]#[N:19])[CH:15]=[CH2:16].C(=O)([O-])[O-].[K+].[K+].O.